From a dataset of Forward reaction prediction with 1.9M reactions from USPTO patents (1976-2016). Predict the product of the given reaction. (1) Given the reactants Cl[CH2:2][CH2:3][CH2:4][CH2:5][O:6][C:7]1[CH:16]=[C:15]2[C:10]([CH2:11][CH2:12][C:13](=[O:17])[NH:14]2)=[CH:9][CH:8]=1.[I-].[Na+].C([O-])([O-])=O.[K+].[K+].Cl.[Cl:27][C:28]1[C:33]([Cl:34])=[CH:32][CH:31]=[CH:30][C:29]=1[N:35]1[CH2:40][CH2:39][NH:38][CH2:37][CH2:36]1, predict the reaction product. The product is: [CH:31]1[CH:30]=[C:29]([N:35]2[CH2:40][CH2:39][N:38]([CH2:2][CH2:3][CH2:4][CH2:5][O:6][C:7]3[CH:8]=[CH:9][C:10]4[CH2:11][CH2:12][C:13](=[O:17])[NH:14][C:15]=4[CH:16]=3)[CH2:37][CH2:36]2)[C:28]([Cl:27])=[C:33]([Cl:34])[CH:32]=1. (2) Given the reactants F[C:2]1[CH:9]=[CH:8][C:5]([C:6]#[N:7])=[CH:4][CH:3]=1.[NH2:10][C:11](=[O:31])[C@@H:12]([NH:14][C:15]1[N:20]=[C:19]([N:21]2[CH2:26][CH2:25][CH:24]([OH:27])[CH2:23][CH2:22]2)[N:18]=[C:17]([C:28]([NH2:30])=[O:29])[CH:16]=1)[CH3:13].C([O-])([O-])=O.[Cs+].[Cs+], predict the reaction product. The product is: [NH2:10][C:11](=[O:31])[CH:12]([NH:14][C:15]1[N:20]=[C:19]([N:21]2[CH2:22][CH2:23][CH:24]([O:27][C:2]3[CH:9]=[CH:8][C:5]([C:6]#[N:7])=[CH:4][CH:3]=3)[CH2:25][CH2:26]2)[N:18]=[C:17]([C:28]([NH2:30])=[O:29])[CH:16]=1)[CH3:13].